This data is from Retrosynthesis with 50K atom-mapped reactions and 10 reaction types from USPTO. The task is: Predict the reactants needed to synthesize the given product. (1) The reactants are: Cc1nc(NC2CCN(Cc3ccccc3)C2)ncc1C(=O)OCc1ccccc1. Given the product Cc1nc(NC2CCN(Cc3ccccc3)C2)ncc1CO, predict the reactants needed to synthesize it. (2) Given the product CCN(C)C(=O)[C@@H]1CCCN(c2ccc([N+](=O)[O-])c(N)n2)C1, predict the reactants needed to synthesize it. The reactants are: CCN(C)C(=O)[C@@H]1CCCNC1.Nc1nc(Cl)ccc1[N+](=O)[O-].